The task is: Predict which catalyst facilitates the given reaction.. This data is from Catalyst prediction with 721,799 reactions and 888 catalyst types from USPTO. (1) Reactant: [AlH4-].[Li+].[N:3]1([C:8](=O)[CH2:9][CH2:10][C:11]2[CH:12]=[C:13]3[CH:19]=[CH:18][NH:17][C:14]3=[N:15][CH:16]=2)[CH2:7][CH2:6][CH2:5][CH2:4]1.S([O-])([O-])(=O)=O.[Na+].[Na+]. Product: [N:3]1([CH2:8][CH2:9][CH2:10][C:11]2[CH:12]=[C:13]3[CH:19]=[CH:18][NH:17][C:14]3=[N:15][CH:16]=2)[CH2:7][CH2:6][CH2:5][CH2:4]1. The catalyst class is: 7. (2) Reactant: C(OC([N:8]1[CH2:13][CH2:12][CH:11]([C:14]2[CH:19]=[C:18]([O:20][CH3:21])[CH:17]=[CH:16][C:15]=2[Br:22])[CH2:10][CH2:9]1)=O)(C)(C)C.FC(F)(F)C(O)=O. Product: [Br:22][C:15]1[CH:16]=[CH:17][C:18]([O:20][CH3:21])=[CH:19][C:14]=1[CH:11]1[CH2:10][CH2:9][NH:8][CH2:13][CH2:12]1. The catalyst class is: 2.